From a dataset of Catalyst prediction with 721,799 reactions and 888 catalyst types from USPTO. Predict which catalyst facilitates the given reaction. (1) Reactant: [CH2:1]([O:8][C:9]1[CH:14]=[CH:13][C:12]([CH:15]([C:31]2([OH:37])[CH2:36][CH2:35][CH2:34][CH2:33][CH2:32]2)[C:16]([N:18]2[CH2:23][CH2:22][N:21]([C:24]([O:26][C:27]([CH3:30])([CH3:29])[CH3:28])=[O:25])[CH2:20][CH2:19]2)=[O:17])=[CH:11][C:10]=1[Cl:38])[C:2]1[CH:7]=[CH:6][CH:5]=[CH:4][CH:3]=1. Product: [CH2:1]([O:8][C:9]1[CH:14]=[CH:13][C:12]([C@@H:15]([C:31]2([OH:37])[CH2:36][CH2:35][CH2:34][CH2:33][CH2:32]2)[C:16]([N:18]2[CH2:19][CH2:20][N:21]([C:24]([O:26][C:27]([CH3:30])([CH3:29])[CH3:28])=[O:25])[CH2:22][CH2:23]2)=[O:17])=[CH:11][C:10]=1[Cl:38])[C:2]1[CH:7]=[CH:6][CH:5]=[CH:4][CH:3]=1. The catalyst class is: 5. (2) Reactant: [Li+].[CH3:2]C([N-]C(C)C)C.[Br:9][C:10]1[CH:15]=[CH:14][C:13]([CH2:16][C:17]([O:19][CH2:20][CH3:21])=[O:18])=[CH:12][CH:11]=1.CI.[NH4+].[Cl-]. Product: [Br:9][C:10]1[CH:11]=[CH:12][C:13]([CH:16]([CH3:2])[C:17]([O:19][CH2:20][CH3:21])=[O:18])=[CH:14][CH:15]=1. The catalyst class is: 1.